Dataset: Forward reaction prediction with 1.9M reactions from USPTO patents (1976-2016). Task: Predict the product of the given reaction. (1) Given the reactants [NH2:1][C:2]1[CH:23]=[CH:22][C:5]([O:6][C:7]2[CH:8]=[CH:9][C:10]3[N:11]([CH:13]=[C:14]([NH:16][C:17]([CH:19]4[CH2:21][CH2:20]4)=[O:18])[N:15]=3)[CH:12]=2)=[C:4](F)[CH:3]=1.[F:25][C:26]1[CH:31]=[CH:30][C:29]([C:32]2[C:33]([CH3:42])=[CH:34][CH:35]=[C:36]([C:39](O)=[O:40])[N+:37]=2[O-:38])=[CH:28][CH:27]=1.CN(C(ON1N=NC2C=CC=NC1=2)=[N+](C)C)C.[F:60][P-](F)(F)(F)(F)F.C(N(CC)C(C)C)(C)C, predict the reaction product. The product is: [CH:19]1([C:17]([NH:16][C:14]2[N:15]=[C:10]3[CH:9]=[CH:8][C:7]([O:6][C:5]4[CH:22]=[CH:23][C:2]([NH:1][C:39]([C:36]5[N+:37]([O-:38])=[C:32]([C:29]6[CH:30]=[CH:31][C:26]([F:25])=[CH:27][CH:28]=6)[C:33]([CH3:42])=[CH:34][CH:35]=5)=[O:40])=[C:3]([F:60])[CH:4]=4)=[CH:12][N:11]3[CH:13]=2)=[O:18])[CH2:21][CH2:20]1. (2) Given the reactants [C:1]([O:5][C:6](=[O:15])[NH:7][CH:8]1[CH2:13][CH2:12][CH2:11][C:10](=[O:14])[CH2:9]1)([CH3:4])([CH3:3])[CH3:2].C[Li].[Cl-].N, predict the reaction product. The product is: [C:1]([O:5][C:6](=[O:15])[NH:7][CH:8]1[CH2:13][CH2:12][CH2:11][CH:10]([OH:14])[CH2:9]1)([CH3:4])([CH3:2])[CH3:3]. (3) The product is: [Cl:1][C:2]1[CH:7]=[CH:6][C:5]([C:8]2[C:14]3[CH:15]=[C:16]([O:19][C:20]([F:23])([F:22])[F:21])[CH:17]=[CH:18][C:13]=3[N:12]3[C:24]([CH3:27])=[N:25][N:26]=[C:11]3[CH:10]([CH2:29][C:30]([O:32][C:33]([CH3:36])([CH3:35])[CH3:34])=[O:31])[CH:9]=2)=[CH:4][CH:3]=1. Given the reactants [Cl:1][C:2]1[CH:7]=[CH:6][C:5]([C:8]2[C:14]3[CH:15]=[C:16]([O:19][C:20]([F:23])([F:22])[F:21])[CH:17]=[CH:18][C:13]=3[N:12]3[C:24]([CH3:27])=[N:25][N:26]=[C:11]3[CH2:10][CH:9]=2)=[CH:4][CH:3]=1.Br[CH2:29][C:30]([O:32][C:33]([CH3:36])([CH3:35])[CH3:34])=[O:31], predict the reaction product.